Dataset: TCR-epitope binding with 47,182 pairs between 192 epitopes and 23,139 TCRs. Task: Binary Classification. Given a T-cell receptor sequence (or CDR3 region) and an epitope sequence, predict whether binding occurs between them. (1) The epitope is SEISMDNSPNL. The TCR CDR3 sequence is CASSVGNGYTF. Result: 0 (the TCR does not bind to the epitope). (2) The epitope is KTSVDCTMYI. The TCR CDR3 sequence is CASSWDGTSGRNKYF. Result: 0 (the TCR does not bind to the epitope).